This data is from Catalyst prediction with 721,799 reactions and 888 catalyst types from USPTO. The task is: Predict which catalyst facilitates the given reaction. (1) Reactant: C[O:2][C:3](=[O:14])[C:4]([CH3:13])([CH:6]1[CH2:11][CH2:10][CH2:9][N:8]([CH3:12])[CH2:7]1)[CH3:5].[OH-].[Li+].Cl. Product: [CH3:13][C:4]([CH:6]1[CH2:11][CH2:10][CH2:9][N:8]([CH3:12])[CH2:7]1)([CH3:5])[C:3]([OH:14])=[O:2]. The catalyst class is: 5. (2) Reactant: C(OC([N:8](C(OC(C)(C)C)=O)[C:9]1[C:10]([C:26]2[O:30][C:29]([C:31]3[CH:36]=[CH:35][C:34]([CH2:37][N:38](C)[C:39](=O)OC(C)(C)C)=[CH:33][CH:32]=3)=[N:28][N:27]=2)=[N:11][C:12]([N:15]2[CH2:20][C@H:19]3[C@H:17]([CH:18]3[C:21](=[O:25])[N:22]([CH3:24])[CH3:23])[CH2:16]2)=[CH:13][N:14]=1)=O)(C)(C)C. Product: [NH2:8][C:9]1[N:14]=[CH:13][C:12]([N:15]2[CH2:20][C@H:19]3[C@H:17]([CH:18]3[C:21]([N:22]([CH3:23])[CH3:24])=[O:25])[CH2:16]2)=[N:11][C:10]=1[C:26]1[O:30][C:29]([C:31]2[CH:32]=[CH:33][C:34]([CH2:37][NH:38][CH3:39])=[CH:35][CH:36]=2)=[N:28][N:27]=1. The catalyst class is: 137. (3) Reactant: [C:1]([C:5]1[CH:10]=[CH:9][C:8]([NH:11][C:12](=[O:29])[C:13]2[CH:18]=[CH:17][CH:16]=[N:15][C:14]=2[NH:19][C:20]2[CH:28]=[C:27]3[C:23]([CH:24]=[N:25][NH:26]3)=[CH:22][CH:21]=2)=[CH:7][C:6]=1[NH:30][CH2:31][CH2:32]O)([CH3:4])([CH3:3])[CH3:2].C(Br)(Br)(Br)[Br:35].C1(P(C(P(C2C=CC=CC=2)C2C=CC=CC=2)(C)C)C2C=CC=CC=2)C=CC=CC=1. Product: [Br:35][CH2:32][CH2:31][NH:30][C:6]1[CH:7]=[C:8]([NH:11][C:12](=[O:29])[C:13]2[CH:18]=[CH:17][CH:16]=[N:15][C:14]=2[NH:19][C:20]2[CH:28]=[C:27]3[C:23]([CH:24]=[N:25][NH:26]3)=[CH:22][CH:21]=2)[CH:9]=[CH:10][C:5]=1[C:1]([CH3:2])([CH3:3])[CH3:4]. The catalyst class is: 2. (4) Reactant: [F:1][C:2]1[CH:3]=[C:4]([CH:31]=[C:32]([F:34])[CH:33]=1)[CH2:5][C@H:6]1[C@@H:10]([C@H:11]2[CH2:20][C:19]3[C:14](=[CH:15][CH:16]=[CH:17][CH:18]=3)[CH2:13][N:12]2[CH2:21][C:22]2[CH:27]=[CH:26][C:25]([O:28][CH3:29])=[CH:24][CH:23]=2)[O:9]C(=O)[NH:7]1.[Li+].[OH-]. Product: [CH3:29][O:28][C:25]1[CH:24]=[CH:23][C:22]([CH2:21][N:12]2[C@@H:11]([C@@H:10]([OH:9])[C@@H:6]([NH2:7])[CH2:5][C:4]3[CH:31]=[C:32]([F:34])[CH:33]=[C:2]([F:1])[CH:3]=3)[CH2:20][C:19]3[C:14](=[CH:15][CH:16]=[CH:17][CH:18]=3)[CH2:13]2)=[CH:27][CH:26]=1. The catalyst class is: 88.